This data is from Full USPTO retrosynthesis dataset with 1.9M reactions from patents (1976-2016). The task is: Predict the reactants needed to synthesize the given product. (1) Given the product [C:16]([O:15][C:13]([N:9]1[CH2:10][CH2:11][CH2:12][CH:8]1[C:5]1[CH:4]=[CH:3][C:2]([Br:1])=[CH:7][N:6]=1)=[O:14])([CH3:19])([CH3:18])[CH3:17], predict the reactants needed to synthesize it. The reactants are: [Br:1][C:2]1[CH:3]=[CH:4][C:5]([CH:8]2[CH2:12][CH2:11][CH2:10][NH:9]2)=[N:6][CH:7]=1.[C:13](O[C:13]([O:15][C:16]([CH3:19])([CH3:18])[CH3:17])=[O:14])([O:15][C:16]([CH3:19])([CH3:18])[CH3:17])=[O:14].C(N(CC)CC)C. (2) Given the product [NH2:10][C:11]1[N:16]=[CH:15][N:14]=[C:13]2[N:17]([CH:20]([C:22]3[C:23]([O:39][CH3:40])=[C:24]([C:30]4[CH:35]=[CH:34][N:33]=[C:32]([C:36]([NH:4][CH2:3][CH2:1][OH:2])=[O:37])[CH:31]=4)[C:25]([CH3:29])=[C:26]([Cl:28])[CH:27]=3)[CH3:21])[N:18]=[CH:19][C:12]=12, predict the reactants needed to synthesize it. The reactants are: [CH2:1]([CH2:3][NH2:4])[OH:2].C1COCC1.[NH2:10][C:11]1[N:16]=[CH:15][N:14]=[C:13]2[N:17]([CH:20]([C:22]3[C:23]([O:39][CH3:40])=[C:24]([C:30]4[CH:35]=[CH:34][N:33]=[C:32]([C:36](O)=[O:37])[CH:31]=4)[C:25]([CH3:29])=[C:26]([Cl:28])[CH:27]=3)[CH3:21])[N:18]=[CH:19][C:12]=12.F[P-](F)(F)(F)(F)F.N1(O[P+](N(C)C)(N(C)C)N(C)C)C2C=CC=CC=2N=N1.C(N(CC)CC)C. (3) Given the product [F:21][C:20]([F:22])([F:23])[C:19]([NH:18][C@@H:12]1[CH2:17][CH2:16][C@H:15]2[C@H:14]([O:9]2)[CH2:13]1)=[O:24], predict the reactants needed to synthesize it. The reactants are: C1C=C(Cl)C=C(C(OO)=[O:9])C=1.[C@@H:12]1([NH:18][C:19](=[O:24])[C:20]([F:23])([F:22])[F:21])[CH2:17][CH2:16][CH:15]=[CH:14][CH2:13]1.